Dataset: Forward reaction prediction with 1.9M reactions from USPTO patents (1976-2016). Task: Predict the product of the given reaction. (1) Given the reactants [N:1]([CH2:4][C:5]([O:7][CH2:8][CH3:9])=[O:6])=[C:2]=[O:3].C(N(CC)CC)C.[OH:17][CH2:18][C@@H:19]1[O:23][C:22](=[O:24])[N:21]([C:25]2[CH:34]=[C:33]3[C:28]([CH:29]=[C:30]([C:36]4[CH:41]=[CH:40][CH:39]=[CH:38][C:37]=4[C:42]([F:45])([F:44])[F:43])[NH:31][C:32]3=[O:35])=[CH:27][CH:26]=2)[CH2:20]1.[Cl-].[NH4+], predict the reaction product. The product is: [O:24]=[C:22]1[N:21]([C:25]2[CH:34]=[C:33]3[C:28]([CH:29]=[C:30]([C:36]4[CH:41]=[CH:40][CH:39]=[CH:38][C:37]=4[C:42]([F:44])([F:43])[F:45])[NH:31][C:32]3=[O:35])=[CH:27][CH:26]=2)[CH2:20][C@H:19]([CH2:18][O:17][C:2]([NH:1][CH2:4][C:5]([O:7][CH2:8][CH3:9])=[O:6])=[O:3])[O:23]1. (2) Given the reactants [Br:1][C:2]1[S:3][C:4]2[CH2:10][CH:9]([NH2:11])[CH2:8][CH2:7][C:5]=2[N:6]=1.C(N(CC)CC)C.[C:19](Cl)(=[O:22])[CH2:20][CH3:21], predict the reaction product. The product is: [Br:1][C:2]1[S:3][C:4]2[CH2:10][CH:9]([NH:11][C:19](=[O:22])[CH2:20][CH3:21])[CH2:8][CH2:7][C:5]=2[N:6]=1. (3) Given the reactants [Cl:1][C:2]1[N:7]=[C:6]2[NH:8][N:9]=[CH:10][C:5]2=[C:4]([O:11][CH3:12])[N:3]=1.[I:13]N1C(=O)CCC1=O, predict the reaction product. The product is: [Cl:1][C:2]1[N:7]=[C:6]2[NH:8][N:9]=[C:10]([I:13])[C:5]2=[C:4]([O:11][CH3:12])[N:3]=1. (4) Given the reactants [OH:1][C:2]1[CH:11]=[CH:10][C:5]2[C:6](=[O:9])[CH2:7][O:8][C:4]=2[C:3]=1[CH2:12][N:13]1[CH2:18][CH2:17][N:16]([C:19]([O:21][C:22]([CH3:25])([CH3:24])[CH3:23])=[O:20])[CH2:15][CH2:14]1.[CH2:26]([O:33][C:34]1[CH:35]=[CH:36][CH:37]=[C:38]2[C:42]=1[NH:41][CH:40]=[C:39]2[CH:43]=O)[C:27]1[CH:32]=[CH:31][CH:30]=[CH:29][CH:28]=1, predict the reaction product. The product is: [CH2:26]([O:33][C:34]1[CH:35]=[CH:36][CH:37]=[C:38]2[C:42]=1[NH:41][CH:40]=[C:39]2/[CH:43]=[C:7]1\[O:8][C:4]2[C:3]([CH2:12][N:13]3[CH2:14][CH2:15][N:16]([C:19]([O:21][C:22]([CH3:25])([CH3:24])[CH3:23])=[O:20])[CH2:17][CH2:18]3)=[C:2]([OH:1])[CH:11]=[CH:10][C:5]=2[C:6]\1=[O:9])[C:27]1[CH:32]=[CH:31][CH:30]=[CH:29][CH:28]=1. (5) Given the reactants [NH2:1][C:2]1[CH:7]=[CH:6][C:5]([C:8]([N:10]2[CH2:15][CH2:14][CH:13]([NH:16][C:17]3[N:22]=[C:21]([C:23]4[C:31]5[C:26](=[CH:27][CH:28]=[CH:29][CH:30]=5)[N:25](S(C5C=CC=CC=5)(=O)=O)[CH:24]=4)[C:20]([Cl:41])=[CH:19][N:18]=3)[CH2:12][CH2:11]2)=[O:9])=[CH:4][C:3]=1[F:42].[OH-].[Na+], predict the reaction product. The product is: [NH2:1][C:2]1[CH:7]=[CH:6][C:5]([C:8]([N:10]2[CH2:15][CH2:14][CH:13]([NH:16][C:17]3[N:22]=[C:21]([C:23]4[C:31]5[C:26](=[CH:27][CH:28]=[CH:29][CH:30]=5)[NH:25][CH:24]=4)[C:20]([Cl:41])=[CH:19][N:18]=3)[CH2:12][CH2:11]2)=[O:9])=[CH:4][C:3]=1[F:42]. (6) Given the reactants [CH3:1][O:2][CH2:3][C:4]1[CH:9]=[C:8]([C:10]([OH:12])=O)[CH:7]=[CH:6][C:5]=1[C:13]1[CH:18]=[CH:17][CH:16]=[CH:15][C:14]=1[CH3:19].[NH2:20][C:21](=[N:33]O)[C:22]1[CH:23]=[CH:24][C:25]([Cl:32])=[C:26]([CH:31]=1)[C:27]([O:29][CH3:30])=[O:28], predict the reaction product. The product is: [Cl:32][C:25]1[CH:24]=[CH:23][C:22]([C:21]2[N:20]=[C:10]([C:8]3[CH:7]=[CH:6][C:5]([C:13]4[CH:18]=[CH:17][CH:16]=[CH:15][C:14]=4[CH3:19])=[C:4]([CH2:3][O:2][CH3:1])[CH:9]=3)[O:12][N:33]=2)=[CH:31][C:26]=1[C:27]([O:29][CH3:30])=[O:28]. (7) Given the reactants [N:1]([CH2:4][C@@H:5]([NH:12][C:13]([C:15]1[C:19]2[CH2:20][CH2:21][C:22]3[CH:23]=[N:24][C:25]([NH:28][C:29]4[CH:34]=[CH:33][C:32]([N:35]5[CH2:40][CH2:39][N:38]([CH3:41])[CH2:37][CH2:36]5)=[CH:31][CH:30]=4)=[N:26][C:27]=3[C:18]=2[N:17]([CH3:42])[N:16]=1)=[O:14])[C:6]1[CH:11]=[CH:10][CH:9]=[CH:8][CH:7]=1)=[N+]=[N-].[NH4+].[Cl-], predict the reaction product. The product is: [NH2:1][CH2:4][C@@H:5]([NH:12][C:13]([C:15]1[C:19]2[CH2:20][CH2:21][C:22]3[CH:23]=[N:24][C:25]([NH:28][C:29]4[CH:30]=[CH:31][C:32]([N:35]5[CH2:40][CH2:39][N:38]([CH3:41])[CH2:37][CH2:36]5)=[CH:33][CH:34]=4)=[N:26][C:27]=3[C:18]=2[N:17]([CH3:42])[N:16]=1)=[O:14])[C:6]1[CH:11]=[CH:10][CH:9]=[CH:8][CH:7]=1.